This data is from Full USPTO retrosynthesis dataset with 1.9M reactions from patents (1976-2016). The task is: Predict the reactants needed to synthesize the given product. (1) Given the product [Br:11][C:12]1[CH:13]=[C:14]([CH2:15][OH:16])[CH:20]=[C:21]([O:23][CH2:24][C:25]([CH3:27])=[CH2:26])[CH:22]=1, predict the reactants needed to synthesize it. The reactants are: [H-].C([Al+]CC(C)C)C(C)C.[Br:11][C:12]1[CH:13]=[C:14]([CH:20]=[C:21]([O:23][CH2:24][C:25]([CH3:27])=[CH2:26])[CH:22]=1)[C:15](OCC)=[O:16].C1(C)C=CC=CC=1.Cl. (2) The reactants are: [NH2:1][C:2]1[C:7]([NH2:8])=[CH:6][C:5]([C:9]2[C:10]([CH3:15])=[N:11][O:12][C:13]=2[CH3:14])=[CH:4][C:3]=1[C:16]([C:24]1[CH:29]=[CH:28][CH:27]=[CH:26][N:25]=1)([C:18]1[CH:23]=[CH:22][CH:21]=[CH:20][N:19]=1)[OH:17].Cl.[CH:31]1([C:35](=N)OCC)[CH2:34][CH2:33][CH2:32]1. Given the product [CH:31]1([C:35]2[NH:8][C:7]3[CH:6]=[C:5]([C:9]4[C:10]([CH3:15])=[N:11][O:12][C:13]=4[CH3:14])[CH:4]=[C:3]([C:16]([C:18]4[CH:23]=[CH:22][CH:21]=[CH:20][N:19]=4)([C:24]4[CH:29]=[CH:28][CH:27]=[CH:26][N:25]=4)[OH:17])[C:2]=3[N:1]=2)[CH2:34][CH2:33][CH2:32]1, predict the reactants needed to synthesize it. (3) Given the product [NH2:32][C:4]1[S:3][C:2]([C:42]2[C:43]([F:48])=[CH:44][CH:45]=[C:46]([F:47])[C:41]=2[F:40])=[N:6][C:5]=1[C:7]([NH:8][C:9]1[CH:10]=[N:11][N:12]([CH3:30])[C:13]=1[C@@H:14]1[CH2:20][CH2:19][C@@H:18]([NH2:21])[C@@H:17]([F:29])[CH2:16][O:15]1)=[O:31], predict the reactants needed to synthesize it. The reactants are: Br[C:2]1[S:3][C:4]([NH:32]C(=O)OC(C)(C)C)=[C:5]([C:7](=[O:31])[NH:8][C:9]2[CH:10]=[N:11][N:12]([CH3:30])[C:13]=2[C@@H:14]2[CH2:20][CH2:19][C@@H:18]([NH:21]C(OC(C)(C)C)=O)[C@@H:17]([F:29])[CH2:16][O:15]2)[N:6]=1.[F:40][C:41]1[C:46]([F:47])=[CH:45][CH:44]=[C:43]([F:48])[C:42]=1B(O)O.